This data is from Reaction yield outcomes from USPTO patents with 853,638 reactions. The task is: Predict the reaction yield, written as a fraction of the theoretical maximum amount of product (1.0 means a 100% yield; for example, 0.34 means a 34% yield). (1) The reactants are O[CH:2]([C:6]1[CH:11]=[CH:10][C:9]([CH:12]([CH3:14])[CH3:13])=[CH:8][CH:7]=1)[C:3]([OH:5])=[O:4].[CH3:15][C:16]1[C:21]([CH3:22])=[CH:20][C:19]([CH3:23])=[CH:18][C:17]=1O.S(=O)(=O)(O)O. The catalyst is O. The product is [CH:12]([C:9]1[CH:10]=[CH:11][C:6]([CH:2]2[C:18]3[C:19]([CH3:23])=[CH:20][C:21]([CH3:22])=[C:16]([CH3:15])[C:17]=3[O:5][C:3]2=[O:4])=[CH:7][CH:8]=1)([CH3:14])[CH3:13]. The yield is 0.650. (2) The reactants are Cl.[Br:2][C:3]1[CH:8]=[CH:7][C:6]([NH:9][NH2:10])=[CH:5][CH:4]=1.[C:11]1(=O)[O:16][C:14](=[O:15])[C:13]2=[CH:17][CH:18]=[CH:19][CH:20]=[C:12]12. The catalyst is C(O)(=O)C. The product is [Br:2][C:3]1[CH:8]=[CH:7][C:6]([NH:9][N:10]2[C:14](=[O:15])[C:13]3[C:12](=[CH:20][CH:19]=[CH:18][CH:17]=3)[C:11]2=[O:16])=[CH:5][CH:4]=1. The yield is 0.840.